From a dataset of Forward reaction prediction with 1.9M reactions from USPTO patents (1976-2016). Predict the product of the given reaction. (1) Given the reactants [C:1](#[N:3])[CH3:2].[Li]CCCC.[Cl:9][C:10]1[CH:15]=[CH:14][C:13]([C:16]([N:23]2[C:31]3[C:26](=[C:27]([NH:32][S:33]([CH3:36])(=[O:35])=[O:34])[CH:28]=[CH:29][CH:30]=3)[CH:25]=[CH:24]2)([CH2:21][CH3:22])[C:17](OC)=[O:18])=[CH:12][CH:11]=1, predict the reaction product. The product is: [Cl:9][C:10]1[CH:15]=[CH:14][C:13]([C:16]([N:23]2[C:31]3[C:26](=[C:27]([NH:32][S:33]([CH3:36])(=[O:34])=[O:35])[CH:28]=[CH:29][CH:30]=3)[CH:25]=[CH:24]2)([CH2:21][CH3:22])[C:17](=[O:18])[CH2:2][C:1]#[N:3])=[CH:12][CH:11]=1. (2) Given the reactants C([NH:8][C@H:9]1[CH2:13][CH2:12][C@@H:11]([C:14]2[C:22]3[C:17](=[CH:18][CH:19]=[C:20]([F:23])[CH:21]=3)[NH:16][CH:15]=2)[CH2:10]1)C1C=CC=CC=1.C([O-])=O.[NH4+], predict the reaction product. The product is: [F:23][C:20]1[CH:21]=[C:22]2[C:17](=[CH:18][CH:19]=1)[NH:16][CH:15]=[C:14]2[C@@H:11]1[CH2:12][CH2:13][C@H:9]([NH2:8])[CH2:10]1. (3) Given the reactants [Br:1][C:2]1[CH:3]=[C:4]([C:13]2[N:17]([C:18]3[CH:23]=[CH:22][N:21]=[C:20]([CH3:24])[CH:19]=3)[N:16]=[C:15]([C:25]([OH:27])=O)[CH:14]=2)[CH:5]=[C:6]([O:8][C:9]([F:12])([F:11])[F:10])[CH:7]=1.ClC1C=C(C2N(C3C=CC=CN=3)N=C(C([N:49]3[CH2:53][C:52](=[O:54])[NH:51][CH2:50]3)=O)C=2)C=C(F)C=1.Cl.N1C=CNC1=O, predict the reaction product. The product is: [Br:1][C:2]1[CH:3]=[C:4]([C:13]2[N:17]([C:18]3[CH:23]=[CH:22][N:21]=[C:20]([CH3:24])[CH:19]=3)[N:16]=[C:15]([C:25]([N:49]3[CH2:53][C:52](=[O:54])[NH:51][CH2:50]3)=[O:27])[CH:14]=2)[CH:5]=[C:6]([O:8][C:9]([F:12])([F:11])[F:10])[CH:7]=1. (4) Given the reactants [NH2:1][CH2:2][C:3]1[CH:4]=[C:5]([S:9]([N:12]([CH2:14][C:15]2[CH:20]=[CH:19][CH:18]=[CH:17][CH:16]=2)[CH3:13])(=[O:11])=[O:10])[CH:6]=[CH:7][CH:8]=1.C(=O)([O-])[O-].[K+].[K+].Br[CH2:28][CH2:29][O:30][CH2:31][CH2:32]Br, predict the reaction product. The product is: [CH2:14]([N:12]([CH3:13])[S:9]([C:5]1[CH:6]=[CH:7][CH:8]=[C:3]([CH2:2][N:1]2[CH2:32][CH2:31][O:30][CH2:29][CH2:28]2)[CH:4]=1)(=[O:11])=[O:10])[C:15]1[CH:16]=[CH:17][CH:18]=[CH:19][CH:20]=1. (5) Given the reactants Br[C:2]1[CH:9]=[C:8]([F:10])[CH:7]=[CH:6][C:3]=1[C:4]#[N:5].[O:11]1[CH:15]=[CH:14][C:13](B(O)O)=[CH:12]1.C([O-])([O-])=O.[Na+].[Na+], predict the reaction product. The product is: [F:10][C:8]1[CH:7]=[CH:6][C:3]([C:4]#[N:5])=[C:2]([C:13]2[CH:14]=[CH:15][O:11][CH:12]=2)[CH:9]=1. (6) Given the reactants [Cl-].[CH3:2][N+:3]([CH3:33])([CH2:22][C:23]1[CH:32]=[CH:31][C:30]2[C:25](=[CH:26][CH:27]=[CH:28][CH:29]=2)[CH:24]=1)[CH2:4][CH2:5][CH2:6][CH2:7][CH2:8][CH2:9][CH2:10][CH2:11][CH2:12][CH2:13][CH2:14][CH2:15][CH2:16][CH2:17][CH2:18][CH2:19][CH2:20][CH3:21].[C:34]1([B-:40]([C:53]2[CH:58]=[CH:57][CH:56]=[CH:55][CH:54]=2)([C:47]2[CH:52]=[CH:51][CH:50]=[CH:49][CH:48]=2)[C:41]2[CH:46]=[CH:45][CH:44]=[CH:43][CH:42]=2)[CH:39]=[CH:38][CH:37]=[CH:36][CH:35]=1.[Na+], predict the reaction product. The product is: [C:53]1([B-:40]([C:34]2[CH:35]=[CH:36][CH:37]=[CH:38][CH:39]=2)([C:41]2[CH:42]=[CH:43][CH:44]=[CH:45][CH:46]=2)[C:47]2[CH:52]=[CH:51][CH:50]=[CH:49][CH:48]=2)[CH:54]=[CH:55][CH:56]=[CH:57][CH:58]=1.[CH3:33][N+:3]([CH3:2])([CH2:22][C:23]1[CH:32]=[CH:31][C:30]2[C:25](=[CH:26][CH:27]=[CH:28][CH:29]=2)[CH:24]=1)[CH2:4][CH2:5][CH2:6][CH2:7][CH2:8][CH2:9][CH2:10][CH2:11][CH2:12][CH2:13][CH2:14][CH2:15][CH2:16][CH2:17][CH2:18][CH2:19][CH2:20][CH3:21].